From a dataset of Rat liver microsome stability data. Regression/Classification. Given a drug SMILES string, predict its absorption, distribution, metabolism, or excretion properties. Task type varies by dataset: regression for continuous measurements (e.g., permeability, clearance, half-life) or binary classification for categorical outcomes (e.g., BBB penetration, CYP inhibition). Dataset: rlm. (1) The drug is Cc1nn2c(c1-c1ccccc1-c1ccccc1)N(Cc1ccc(O)cc1)CCC2. The result is 1 (stable in rat liver microsomes). (2) The compound is O=C(Nc1ccc(C(=O)Nc2nccs2)cc1)c1ccc2ccccc2c1. The result is 1 (stable in rat liver microsomes). (3) The drug is CC1(c2ccccc2)CCN(c2cccc(-c3ccccc3)c2)C(=O)O1. The result is 1 (stable in rat liver microsomes). (4) The molecule is Cc1c(Nc2c(C#N)cncc2C=Cc2ccc(CN3CCOCC3)cn2)ccc2[nH]ccc12. The result is 1 (stable in rat liver microsomes). (5) The drug is Cn1c(-c2cccc(N)n2)c(C2CCCC2)c2ccc(C(=O)NC3(C(=O)Nc4ccc(C=CC(=O)O)cc4)CCC3)cc21. The result is 0 (unstable in rat liver microsomes). (6) The compound is CC(C)(C)OC(=O)N[C@@H](Cc1ccc(OS(=O)(=O)c2cccc3cnccc23)cc1)C(=O)Nc1ccc(-c2ccccc2)cc1. The result is 1 (stable in rat liver microsomes).